This data is from NCI-60 drug combinations with 297,098 pairs across 59 cell lines. The task is: Regression. Given two drug SMILES strings and cell line genomic features, predict the synergy score measuring deviation from expected non-interaction effect. (1) Drug 1: CS(=O)(=O)CCNCC1=CC=C(O1)C2=CC3=C(C=C2)N=CN=C3NC4=CC(=C(C=C4)OCC5=CC(=CC=C5)F)Cl. Drug 2: CCN(CC)CCNC(=O)C1=C(NC(=C1C)C=C2C3=C(C=CC(=C3)F)NC2=O)C. Synergy scores: CSS=2.31, Synergy_ZIP=-1.32, Synergy_Bliss=-0.103, Synergy_Loewe=-4.23, Synergy_HSA=-1.98. Cell line: MCF7. (2) Drug 1: CCC(=C(C1=CC=CC=C1)C2=CC=C(C=C2)OCCN(C)C)C3=CC=CC=C3.C(C(=O)O)C(CC(=O)O)(C(=O)O)O. Drug 2: C1CN(CCN1C(=O)CCBr)C(=O)CCBr. Synergy scores: CSS=10.8, Synergy_ZIP=-0.733, Synergy_Bliss=6.57, Synergy_Loewe=1.04, Synergy_HSA=1.86. Cell line: HOP-92.